Dataset: NCI-60 drug combinations with 297,098 pairs across 59 cell lines. Task: Regression. Given two drug SMILES strings and cell line genomic features, predict the synergy score measuring deviation from expected non-interaction effect. (1) Drug 1: C1=CC(=C2C(=C1NCCNCCO)C(=O)C3=C(C=CC(=C3C2=O)O)O)NCCNCCO. Drug 2: COC1=NC(=NC2=C1N=CN2C3C(C(C(O3)CO)O)O)N. Cell line: HT29. Synergy scores: CSS=27.6, Synergy_ZIP=7.30, Synergy_Bliss=9.67, Synergy_Loewe=-21.6, Synergy_HSA=8.26. (2) Drug 1: C1CNP(=O)(OC1)N(CCCl)CCCl. Drug 2: C(CCl)NC(=O)N(CCCl)N=O. Cell line: BT-549. Synergy scores: CSS=-1.18, Synergy_ZIP=-0.340, Synergy_Bliss=-3.06, Synergy_Loewe=-12.2, Synergy_HSA=-6.52. (3) Drug 1: CC1=C2C(C(=O)C3(C(CC4C(C3C(C(C2(C)C)(CC1OC(=O)C(C(C5=CC=CC=C5)NC(=O)OC(C)(C)C)O)O)OC(=O)C6=CC=CC=C6)(CO4)OC(=O)C)OC)C)OC. Drug 2: C1C(C(OC1N2C=NC(=NC2=O)N)CO)O. Cell line: OVCAR-4. Synergy scores: CSS=41.9, Synergy_ZIP=-1.07, Synergy_Bliss=-0.302, Synergy_Loewe=0.834, Synergy_HSA=6.19. (4) Drug 1: CC1OCC2C(O1)C(C(C(O2)OC3C4COC(=O)C4C(C5=CC6=C(C=C35)OCO6)C7=CC(=C(C(=C7)OC)O)OC)O)O. Drug 2: CN(C(=O)NC(C=O)C(C(C(CO)O)O)O)N=O. Cell line: HCT-15. Synergy scores: CSS=39.9, Synergy_ZIP=-1.33, Synergy_Bliss=-0.651, Synergy_Loewe=-41.2, Synergy_HSA=0.0283. (5) Drug 1: COC1=C(C=C2C(=C1)N=CN=C2NC3=CC(=C(C=C3)F)Cl)OCCCN4CCOCC4. Drug 2: C1=CN(C=N1)CC(O)(P(=O)(O)O)P(=O)(O)O. Cell line: SK-MEL-28. Synergy scores: CSS=9.74, Synergy_ZIP=-5.25, Synergy_Bliss=-5.82, Synergy_Loewe=-4.88, Synergy_HSA=-5.07. (6) Drug 1: CN(C)N=NC1=C(NC=N1)C(=O)N. Drug 2: CC1C(C(=O)NC(C(=O)N2CCCC2C(=O)N(CC(=O)N(C(C(=O)O1)C(C)C)C)C)C(C)C)NC(=O)C3=C4C(=C(C=C3)C)OC5=C(C(=O)C(=C(C5=N4)C(=O)NC6C(OC(=O)C(N(C(=O)CN(C(=O)C7CCCN7C(=O)C(NC6=O)C(C)C)C)C)C(C)C)C)N)C. Cell line: DU-145. Synergy scores: CSS=-1.82, Synergy_ZIP=-0.436, Synergy_Bliss=-3.22, Synergy_Loewe=-5.55, Synergy_HSA=-5.84. (7) Drug 2: C(CN)CNCCSP(=O)(O)O. Cell line: PC-3. Drug 1: CCC1(CC2CC(C3=C(CCN(C2)C1)C4=CC=CC=C4N3)(C5=C(C=C6C(=C5)C78CCN9C7C(C=CC9)(C(C(C8N6C=O)(C(=O)OC)O)OC(=O)C)CC)OC)C(=O)OC)O.OS(=O)(=O)O. Synergy scores: CSS=22.6, Synergy_ZIP=1.52, Synergy_Bliss=6.88, Synergy_Loewe=-5.95, Synergy_HSA=8.32.